From a dataset of Forward reaction prediction with 1.9M reactions from USPTO patents (1976-2016). Predict the product of the given reaction. (1) Given the reactants [O:1]1[C:5](B(O)O)=[CH:4][C:3]2[CH:9]=[CH:10][CH:11]=[CH:12][C:2]1=2.[N:13]1([CH2:18][C:19]2[CH:20]=[CH:21][C:22](Br)=[N:23][CH:24]=2)[CH:17]=[CH:16][N:15]=[CH:14]1, predict the reaction product. The product is: [O:1]1[C:5]([C:22]2[CH:21]=[CH:20][C:19]([CH2:18][N:13]3[CH:17]=[CH:16][N:15]=[CH:14]3)=[CH:24][N:23]=2)=[CH:4][C:3]2[CH:9]=[CH:10][CH:11]=[CH:12][C:2]1=2. (2) The product is: [CH3:36][C:2]1([CH3:1])[C:26]2[C:6]([CH:7]=[C:8]3[C:25]=2[CH:24]=[C:23]2[C:10]([C:11]4[CH:12]=[CH:13][CH:14]=[CH:15][C:16]=4[C:17]4[CH:18]=[C:19]([C:38]5[CH:39]=[CH:40][C:41]([N:44]([C:57]6[CH:62]=[CH:61][C:60]([C:63]7[CH:64]=[CH:65][C:66]8[N:67]([C:76]9[CH:81]=[CH:80][CH:79]=[CH:78][CH:77]=9)[C:68]9[C:73]([C:74]=8[CH:75]=7)=[CH:72][CH:71]=[CH:70][CH:69]=9)=[CH:59][CH:58]=6)[C:45]6[CH:46]=[CH:47][C:48]([C:51]7[CH:52]=[CH:53][CH:54]=[CH:55][CH:56]=7)=[CH:49][CH:50]=6)=[CH:42][CH:43]=5)[CH:20]=[CH:21][C:22]=42)=[CH:9]3)=[CH:5][CH:4]=[CH:3]1. Given the reactants [CH3:1][C:2]1([CH3:36])[C:26]2[C:6]([CH:7]=[C:8]3[C:25]=2[CH:24]=[C:23]2[C:10]([C:11]4[CH:12]=[CH:13][CH:14]=[CH:15][C:16]=4[C:17]4[CH:18]=[C:19](B5OC(C)(C)C(C)(C)O5)[CH:20]=[CH:21][C:22]=42)=[CH:9]3)=[CH:5][CH:4]=[CH:3]1.Br[C:38]1[CH:43]=[CH:42][C:41]([N:44]([C:57]2[CH:62]=[CH:61][C:60]([C:63]3[CH:64]=[CH:65][C:66]4[N:67]([C:76]5[CH:81]=[CH:80][CH:79]=[CH:78][CH:77]=5)[C:68]5[C:73]([C:74]=4[CH:75]=3)=[CH:72][CH:71]=[CH:70][CH:69]=5)=[CH:59][CH:58]=2)[C:45]2[CH:50]=[CH:49][C:48]([C:51]3[CH:56]=[CH:55][CH:54]=[CH:53][CH:52]=3)=[CH:47][CH:46]=2)=[CH:40][CH:39]=1.C([O-])([O-])=O.[Na+].[Na+].CCO, predict the reaction product. (3) Given the reactants [N+:1]([C:4]1[CH:5]=[C:6]([CH:10]=[CH:11][CH:12]=1)[C:7]([OH:9])=[O:8])([O-:3])=[O:2].O=S(Cl)Cl.[CH3:17]O, predict the reaction product. The product is: [N+:1]([C:4]1[CH:5]=[C:6]([CH:10]=[CH:11][CH:12]=1)[C:7]([O:9][CH3:17])=[O:8])([O-:3])=[O:2]. (4) Given the reactants [CH3:1][C:2]1[CH:17]=[CH:16][C:5]2[NH:6][CH2:7][CH:8]([C:10]3[CH:15]=[CH:14][CH:13]=[CH:12][CH:11]=3)[O:9][C:4]=2[CH:3]=1.C(N(CC)CC)C.[CH2:25]([O:27][C:28](=[O:34])/[CH:29]=[CH:30]/[C:31](Cl)=[O:32])[CH3:26], predict the reaction product. The product is: [CH2:25]([O:27][C:28](=[O:34])/[CH:29]=[CH:30]/[C:31]([N:6]1[C:5]2[CH:16]=[CH:17][C:2]([CH3:1])=[CH:3][C:4]=2[O:9][CH:8]([C:10]2[CH:15]=[CH:14][CH:13]=[CH:12][CH:11]=2)[CH2:7]1)=[O:32])[CH3:26]. (5) Given the reactants [CH3:1][N:2]1[CH2:6][CH2:5][CH2:4][C:3]1=[O:7].C([N-]C(C)C)(C)C.[Li+].Br[CH2:17]/[CH:18]=[C:19](/[C:30]1[N:35]=[C:34]([O:36][CH3:37])[C:33]([Cl:38])=[CH:32][CH:31]=1)\[C:20]1[CH:25]=[CH:24][C:23]([C:26]([CH3:29])([CH3:28])[CH3:27])=[CH:22][CH:21]=1.O, predict the reaction product. The product is: [C:26]([C:23]1[CH:22]=[CH:21][C:20](/[C:19](/[C:30]2[CH:31]=[CH:32][C:33]([Cl:38])=[C:34]([O:36][CH3:37])[N:35]=2)=[CH:18]\[CH2:17][CH:4]2[CH2:5][CH2:6][N:2]([CH3:1])[C:3]2=[O:7])=[CH:25][CH:24]=1)([CH3:27])([CH3:28])[CH3:29]. (6) Given the reactants [F:1][C:2]([S:5][C:6]1[CH:7]=[C:8]([CH:11]=[CH:12][CH:13]=1)[CH:9]=O)([F:4])[F:3].[C@@H:14]1([NH2:24])[C:23]2[C:18](=[CH:19][CH:20]=[CH:21][CH:22]=2)[CH2:17][CH2:16][CH2:15]1, predict the reaction product. The product is: [C@@H:14]1([NH:24][CH2:9][C:8]2[CH:11]=[CH:12][CH:13]=[C:6]([S:5][C:2]([F:4])([F:3])[F:1])[CH:7]=2)[C:23]2[C:18](=[CH:19][CH:20]=[CH:21][CH:22]=2)[CH2:17][CH2:16][CH2:15]1.